Dataset: Tyrosyl-DNA phosphodiesterase HTS with 341,365 compounds. Task: Binary Classification. Given a drug SMILES string, predict its activity (active/inactive) in a high-throughput screening assay against a specified biological target. The molecule is S(=O)(=O)(N(CC)CC)c1ccc(NC2N(C3CCN(CC3)C(OCC)=O)C(=O)c3c2cccc3)cc1. The result is 0 (inactive).